Dataset: Reaction yield outcomes from USPTO patents with 853,638 reactions. Task: Predict the reaction yield, written as a fraction of the theoretical maximum amount of product (1.0 means a 100% yield; for example, 0.34 means a 34% yield). (1) The reactants are OO.[CH:3]([OH:5])=O.[C:6]1([C:11]2[CH:16]=[CH:15][CH:14]=[CH:13][CH:12]=2)C[CH2:9][CH2:8][CH:7]=1. No catalyst specified. The product is [C:11]1([CH:6]2[CH2:7][CH2:8][CH2:9][C:3]2=[O:5])[CH:16]=[CH:15][CH:14]=[CH:13][CH:12]=1. The yield is 0.840. (2) The reactants are [CH3:1][S:2]([NH:5][CH2:6][C:7]1[C:15]2[S:14](=[O:17])(=[O:16])[N:13]=[C:12]([CH2:18][C:19]([OH:21])=O)[NH:11][C:10]=2[S:9][CH:8]=1)(=[O:4])=[O:3].F[P-](F)(F)(F)(F)F.N1(OC(N(C)C)=[N+](C)C)C2N=CC=CC=2N=N1.CN1CCOCC1.C([O:55][C:56](=O)[CH2:57][CH:58]([CH:68]1[CH2:70][CH2:69]1)[NH:59][CH2:60][C:61]1[CH:66]=[CH:65][C:64]([F:67])=[CH:63][CH:62]=1)C.[O-]CC.[Na+].C(O)C. The catalyst is CN(C)C=O. The product is [CH:68]1([CH:58]2[N:59]([CH2:60][C:61]3[CH:66]=[CH:65][C:64]([F:67])=[CH:63][CH:62]=3)[C:19](=[O:21])[C:18]([C:12]3[NH:11][C:10]4[S:9][CH:8]=[C:7]([CH2:6][NH:5][S:2]([CH3:1])(=[O:3])=[O:4])[C:15]=4[S:14](=[O:16])(=[O:17])[N:13]=3)=[C:56]([OH:55])[CH2:57]2)[CH2:70][CH2:69]1. The yield is 0.320. (3) The reactants are [O:1]=[C:2]1[C:10]2[C:5](=[CH:6][CH:7]=[CH:8][CH:9]=2)[C:4](=[O:11])[N:3]1[CH2:12][CH:13]([NH:23][C:24]1[CH:31]=[CH:30][C:27]([C:28]#[N:29])=[CH:26][CH:25]=1)[C:14]1[CH:19]=[CH:18][C:17]([OH:20])=[C:16]([O:21][CH3:22])[CH:15]=1.C1(P(C2C=CC=CC=2)C2C=CC=CC=2)C=CC=CC=1.[Cl:51][CH2:52][C@H:53]([C:55]1[CH:60]=[CH:59][CH:58]=[CH:57][CH:56]=1)O.CCOC(/N=N/C(OCC)=O)=O. The catalyst is O1CCCC1. The product is [Cl:51][CH2:52][CH:53]([C:55]1[CH:60]=[CH:59][CH:58]=[CH:57][CH:56]=1)[O:20][C:17]1[CH:18]=[CH:19][C:14]([CH:13]([NH:23][C:24]2[CH:25]=[CH:26][C:27]([C:28]#[N:29])=[CH:30][CH:31]=2)[CH2:12][N:3]2[C:4](=[O:11])[C:5]3[C:10](=[CH:9][CH:8]=[CH:7][CH:6]=3)[C:2]2=[O:1])=[CH:15][C:16]=1[O:21][CH3:22]. The yield is 0.820. (4) The reactants are C1CO[C:8]2[CH:7]=[CH:6][C:5]([NH:11][C:12]3[C:17]([F:18])=[CH:16][N:15]=[C:14]([NH:19][C:20]4[CH:25]=[CH:24][CH:23]=[C:22](O)[CH:21]=4)[N:13]=3)=[CH:4][C:3]=2[O:2]1.ClC1N=C(NC2C=CC=C(O)C=2)C(F)=C[N:29]=1.N1C=CC=CC=1CN. No catalyst specified. The product is [F:18][C:17]1[C:12]([NH:11][C:5]2[CH:6]=[CH:7][CH:8]=[C:3]([OH:2])[CH:4]=2)=[N:13][C:14]([NH:19][CH2:20][C:25]2[CH:24]=[CH:23][CH:22]=[CH:21][N:29]=2)=[N:15][CH:16]=1. The yield is 0.620. (5) The reactants are [Br:1][C:2]1[C:3]([F:12])=[C:4]2[C:8](=[CH:9][C:10]=1[F:11])[NH:7][CH2:6][CH2:5]2. The catalyst is C(Cl)(Cl)Cl.[O-2].[O-2].[Mn+4]. The product is [Br:1][C:2]1[C:3]([F:12])=[C:4]2[C:8](=[CH:9][C:10]=1[F:11])[NH:7][CH:6]=[CH:5]2. The yield is 1.00. (6) The reactants are [CH:1]([C:4]1[CH:5]=[CH:6][C:7]([O:22][CH3:23])=[C:8]([C:10]2[CH:15]=[CH:14][C:13]([C:16]([F:19])([F:18])[F:17])=[CH:12][C:11]=2[CH2:20][NH2:21])[CH:9]=1)([CH3:3])[CH3:2].[F:24][C:25]([F:39])([F:38])[C:26]1[CH:27]=[C:28]([CH:31]=[C:32]([C:34]([F:37])([F:36])[F:35])[CH:33]=1)[CH2:29]Br.C[Si]([N-][Si](C)(C)C)(C)C.[K+].O. The catalyst is C1COCC1.C1(C)C=CC=CC=1. The product is [F:24][C:25]([F:38])([F:39])[C:26]1[CH:27]=[C:28]([CH:31]=[C:32]([C:34]([F:37])([F:35])[F:36])[CH:33]=1)[CH2:29][NH:21][CH2:20][C:11]1[CH:12]=[C:13]([C:16]([F:17])([F:18])[F:19])[CH:14]=[CH:15][C:10]=1[C:8]1[CH:9]=[C:4]([CH:1]([CH3:3])[CH3:2])[CH:5]=[CH:6][C:7]=1[O:22][CH3:23]. The yield is 0.250.